Dataset: Blood-brain barrier penetration binary classification data from Martins et al.. Task: Regression/Classification. Given a drug SMILES string, predict its absorption, distribution, metabolism, or excretion properties. Task type varies by dataset: regression for continuous measurements (e.g., permeability, clearance, half-life) or binary classification for categorical outcomes (e.g., BBB penetration, CYP inhibition). Dataset: bbb_martins. The molecule is NC(N)=Nc1nc(CSCCC(N)=NS(N)(=O)=O)cs1. The result is 1 (penetrates BBB).